Predict which catalyst facilitates the given reaction. From a dataset of Catalyst prediction with 721,799 reactions and 888 catalyst types from USPTO. (1) Reactant: [CH3:1][C:2]1[S:15][C:14]2[C:4](=[C:5]([N:16]3[CH2:21][CH2:20][NH:19][CH2:18][CH2:17]3)[NH:6][C:7]3[C:12]([N:13]=2)=[CH:11][CH:10]=[CH:9][CH:8]=3)[CH:3]=1.[CH2:22](N(CC)CC)C.CI.O. Product: [CH3:1][C:2]1[S:15][C:14]2[NH:13][C:12]3[CH:11]=[CH:10][CH:9]=[CH:8][C:7]=3[N:6]=[C:5]([N:16]3[CH2:21][CH2:20][N:19]([CH3:22])[CH2:18][CH2:17]3)[C:4]=2[CH:3]=1. The catalyst class is: 7. (2) Reactant: [F:1][C:2]1[C:11]2[C:6](=[CH:7][CH:8]=[CH:9][CH:10]=2)[C:5](F)=[C:4](F)[C:3]=1[F:14].BrC1C=C2C(=CC=1)C(F)(F)C(F)(F)C=C2.[NH4+].[OH-]. Product: [F:1][C:2]1[C:11]2[C:6](=[CH:7][CH:8]=[CH:9][CH:10]=2)[CH:5]=[CH:4][C:3]=1[F:14]. The catalyst class is: 324. (3) Reactant: F[C:2]1[CH:9]=[CH:8][C:7]([C:10]([F:13])([F:12])[F:11])=[CH:6][C:3]=1[CH:4]=[O:5].[NH:14]1[CH2:18][CH2:17][CH2:16][CH2:15]1.C(=O)([O-])[O-].[K+].[K+].CS(C)=O. Product: [N:14]1([C:2]2[CH:9]=[CH:8][C:7]([C:10]([F:13])([F:12])[F:11])=[CH:6][C:3]=2[CH:4]=[O:5])[CH2:18][CH2:17][CH2:16][CH2:15]1. The catalyst class is: 6.